The task is: Binary Classification. Given a miRNA mature sequence and a target amino acid sequence, predict their likelihood of interaction.. This data is from Experimentally validated miRNA-target interactions with 360,000+ pairs, plus equal number of negative samples. (1) Result: 0 (no interaction). The protein sequence of the target gene is MYRHGISSQRSWPLWTTIFIFLGVAAILGVTIGLLVHFLAVEKTYYYQGDFHISGVTYNDNCENAASQASTNLSKDIETKMLNAFQNSSIYKEYVKSEVIKLLPNANGSNVQLQLKFKFPPAEGVSMRTKIKAKLHQMLKNNMASWNAVPASIKLMEISKAASEMLTNNCCGRQVANSIITGNKIVNGKSSLEGAWPWQASMQWKGRHYCGASLISSRWLLSAAHCFAKKNNSKDWTVNFGIVVNKPYMTRKVQNIIFHENYSSPGLHDDIALVQLAEEVSFTEYIRKICLPEAKMKLSE.... The miRNA is hsa-miR-620 with sequence AUGGAGAUAGAUAUAGAAAU. (2) The miRNA is hsa-miR-6070 with sequence CCGGUUCCAGUCCCUGGAG. The protein sequence of the target gene is MDEVEEDQHEARLKELFDSFDTLGTGSLGQEELTDLCHVLCLEDVGPVLQQTLLQDNLLGRVHFDQFKEALILILSRTLSSEEHFEESDCSPEAQPKYVRGGKRYGRRSLPEFQESGEEIEEVTVLEPLEEEARSSPIPAGDCGEHWKTQRSEEYEAEGQLRFWNPDDLNASHGGSCPPPDWIEEKLQEVCEDLGITRDGHLNRKKLVSICEQYGLQNVDGAMLEEVFLSLDPDGTMSVEDFFYGLFKTGKSLTPSASTPYRQLKRHLSMQSFDESGRRTATSSAMTSTIGFRVFSCLDD.... Result: 0 (no interaction). (3) Result: 0 (no interaction). The protein sequence of the target gene is MELSDSDRPVSFGSTSSSASSRDSHGSFGSRMTLVSNSHMGLFNQDKEVGAIKLELIPARPFSSSELQRDNPATGQQNADEGSERPPRAQWRVDSNGAPKTIADSATSPKLLYVDRVVQEILETERTYVQDLKSIVEDYLDCIRDQTKLPLGTEERSALFGNIQDIYHFNSELLQDLENCENDPVAIAECFVSKSEEFHIYTQYCTNYPRSVAVLTECMRNKILAKFFRERQETLKHSLPLGSYLLKPVQRILKYHLLLHEIENHLDKDTEGYDVVLDAIDTMQRVAWHINDMKRKHEHA.... The miRNA is hsa-miR-519c-5p with sequence CUCUAGAGGGAAGCGCUUUCUG. (4) Result: 0 (no interaction). The protein sequence of the target gene is MASPSPPPESKGLLTFEDVAVFFTQEEWDYLDPAQRSLYKDVMMENYGNLVSLDVLNRDKDEEPTVKQEIEEIEEEVEPQGVIVTRIKSEIDQDPMGRETFELVGRLDKQRGIFLWEIPRESLTQEQRMFRENTNIIRKRPNSEEKCHKCEECGKGFVRKAHFIQHQRVHTGEKPFQCNECGKSFSRSSFVIEHQRIHTGERPYECNYCGKTFSVSSTLIRHQRIHTGERPYQCNQCKQSFSQRRSLVKHQRIHTGEKPHKCSDCGKAFSWKSHLIEHQRTHTGEKPYHCTKCKKSFSRN.... The miRNA is hsa-miR-5682 with sequence GUAGCACCUUGCAGGAUAAGGU. (5) The miRNA is hsa-miR-1538 with sequence CGGCCCGGGCUGCUGCUGUUCCU. The protein sequence of the target gene is MERLSQMAGRRAWCAEDSVPRQEEEDRTRPSKTVTFKDVAVDLTQEEWQQMKPAQRALYRDVMLETYSNLVTVGCQVTKPDVIFKLEQAEEPWVLEEEMFWRRSPEAARGRMKSFAFKDMAKDLRFEDVVIYFSLEEWECLRHSHRNLYRAVMLDNYSNLLSLSLADTKPRVVSLLEQGKEPWMVMRNETKIWHPDWVSRTEAKDSSKIKTLQEKMAKKHTCPTLEDSKTRGDREVTRELEGQQVHQEGHLRQAAVTSVERPDSVQCTAHREAHPGGKPCSSEKSQKTSLCQPPPIEREQ.... Result: 0 (no interaction). (6) The miRNA is hsa-miR-5702 with sequence UGAGUCAGCAACAUAUCCCAUG. The protein sequence of the target gene is MSSILPFTPPVVKRLLGWKKSAGGSGGAGGGEQNGQEEKWCEKAVKSLVKKLKKTGRLDELEKAITTQNCNTKCVTIPSTCSEIWGLSTPNTIDQWDTTGLYSFSEQTRSLDGRLQVSHRKGLPHVIYCRLWRWPDLHSHHELKAIENCEYAFNLKKDEVCVNPYHYQRVETPVLPPVLVPRHTEILTELPPLDDYTHSIPENTNFPAGIEPQSNYIPETPPPGYISEDGETSDQQLNQSMDTGSPAELSPTTLSPVNHSLDLQPVTYSEPAFWCSIAYYELNQRVGETFHASQPSLTVD.... Result: 1 (interaction). (7) Result: 1 (interaction). The miRNA is mmu-miR-541-5p with sequence AAGGGAUUCUGAUGUUGGUCACACU. The protein sequence of the target gene is MNKRYLQKATQGKLLIIIFIVTLWGKAVSSANHHKAHHVRTGTCEVVALHRCCNKNKIEERSQTVKCSCFPGQVAGTTRAAPSCVDASIVEQKWWCHMQPCLEGEECKVLPDRKGWSCSSGNKVKTTRVTH. (8) The miRNA is hsa-miR-9-5p with sequence UCUUUGGUUAUCUAGCUGUAUGA. The protein sequence of the target gene is MSEVLPADSGVDTLAVFMASSGTTDVTNRNSPATPPNTLNLRSSHNELLNAEIKHTETKNSTPPKCRKKYALTNIQAAMGLSDPAAQPLLGNGSANIKLVKNGENQLRKAAEQGQQDPNKNLSPTAVINITSEKLEGKEPHPQDSSSCEILPSQPRRTKSFLNYYADLETSARELEQNRGNHHGTAEEKSQPVQGQASTIIGNGDLLLQKPNRPQSSPEDGQVATVSSSPETKKDHPKTGAKTDCALHRIQNLAPSDEESSWTTLSQDSASPSSPDETDIWSDHSFQTDPDLPPGWKRVS.... Result: 1 (interaction). (9) The miRNA is hsa-miR-4478 with sequence GAGGCUGAGCUGAGGAG. The protein sequence of the target gene is MGTALDIKIKRANKVYHAGEVLSGVVVISSKDSVQHQGVSLTMEGTVNLQLSAKSVGVFEAFYNSVKPIQIINSTIEMVKPGKFPSGKTEIPFEFPLHLKGNKVLYETYHGVFVNIQYTLRCDMKRSLLAKDLTKTCEFIVHSAPQKGKFTPSPVDFTITPETLQNVKERALLPKFLLRGHLNSTNCVITQPLTGELVVESSEAAIRSVELQLVRVETCGCAEGYARDATEIQNIQIADGDVCRGLSVPIYMVFPRLFTCPTLETTNFKVEFEVNIVVLLHPDHLITENFPLKLCRI. Result: 1 (interaction).